The task is: Regression/Classification. Given a drug SMILES string, predict its absorption, distribution, metabolism, or excretion properties. Task type varies by dataset: regression for continuous measurements (e.g., permeability, clearance, half-life) or binary classification for categorical outcomes (e.g., BBB penetration, CYP inhibition). Dataset: b3db_classification.. This data is from Blood-brain barrier permeability classification from the B3DB database. (1) The drug is CN(C)CCCN1c2ccccc2C=Cc2sccc21. The result is 1 (penetrates BBB). (2) The compound is C[C@]12C[C@H](O)[C@H]3[C@@H](CCC(=O)C4C(=O)C=C[C@@]43C)[C@@H]1CC[C@]2(O)C(=O)CO. The result is 1 (penetrates BBB). (3) The drug is CC[C@]1(c2ccccc2)OC[C@@H]([C@H]2CCCCN2)O1. The result is 1 (penetrates BBB). (4) The result is 0 (does not penetrate BBB). The compound is COC1=CC(=O)CC(C)C12Oc1c(Cl)c(OC)cc(OC)c1C2=O. (5) The drug is CC(=O)OCC1=C(C(=O)O)N2C(=O)C(NC(=O)CSc3ccncc3)C2SC1. The result is 0 (does not penetrate BBB). (6) The drug is CCN(CC)CCC(=O)N1c2ccccc2Sc2ccc(C(F)(F)F)cc21. The result is 1 (penetrates BBB).